Dataset: Forward reaction prediction with 1.9M reactions from USPTO patents (1976-2016). Task: Predict the product of the given reaction. (1) Given the reactants [NH2:1][C:2]1[CH:7]=[CH:6][N:5]=[C:4]([Cl:8])[CH:3]=1.ClCCl.[C:12]([NH:19][C:20](=[N:23][C:24]([O:26][C:27]([CH3:30])([CH3:29])[CH3:28])=[O:25])SC)([O:14][C:15]([CH3:18])([CH3:17])[CH3:16])=[O:13], predict the reaction product. The product is: [C:27]([O:26][C:24](=[O:25])[NH:23]/[C:20](/[NH:1][C:2]1[CH:7]=[CH:6][N:5]=[C:4]([Cl:8])[CH:3]=1)=[N:19]\[C:12](=[O:13])[O:14][C:15]([CH3:18])([CH3:17])[CH3:16])([CH3:30])([CH3:28])[CH3:29]. (2) The product is: [CH3:14][C:15]1[CH:20]=[CH:19][C:18]([S:21]([O:6][CH2:5][CH2:4][CH2:3][S:2][CH3:1])(=[O:23])=[O:22])=[CH:17][CH:16]=1. Given the reactants [CH3:1][S:2][CH2:3][CH2:4][CH2:5][OH:6].CCN(CC)CC.[CH3:14][C:15]1[CH:20]=[CH:19][C:18]([S:21](Cl)(=[O:23])=[O:22])=[CH:17][CH:16]=1, predict the reaction product. (3) Given the reactants [O:1]1[C:5]2([CH2:10][CH2:9][C:8]([C:16]([O-:18])=O)([C:11]([O:13]CC)=O)[CH2:7][CH2:6]2)[O:4][CH2:3][CH2:2]1.[H-].[Al+3].[Li+].[H-].[H-].[H-].O1CC[CH2:27][CH2:26]1, predict the reaction product. The product is: [CH2:26]([CH:16]([C:8]1([CH2:11][OH:13])[CH2:7][CH2:6][C:5]2([O:1][CH2:2][CH2:3][O:4]2)[CH2:10][CH2:9]1)[OH:18])[CH3:27]. (4) Given the reactants [H-].[Al+3].[Li+].[H-].[H-].[H-].[CH3:7][C:8]1[CH:9]=[CH:10][C:11]2[O:12][CH2:13][C:14](=O)[NH:15][C:16]=2[N:17]=1, predict the reaction product. The product is: [CH3:7][C:8]1[CH:9]=[CH:10][C:11]2[O:12][CH2:13][CH2:14][NH:15][C:16]=2[N:17]=1. (5) Given the reactants Br[C:2]1[CH:3]=[C:4]2[C:9](=[CH:10][CH:11]=1)[N:8]=[CH:7][N:6]([CH2:12][CH2:13][O:14][C:15]1[N:20]=[CH:19][CH:18]=[CH:17][N:16]=1)[C:5]2=[O:21].[F:22][C:23]([F:35])([F:34])[O:24][C:25]1[CH:30]=[CH:29][C:28](B(O)O)=[CH:27][CH:26]=1.C(=O)([O-])[O-].[K+].[K+], predict the reaction product. The product is: [N:16]1[CH:17]=[CH:18][CH:19]=[N:20][C:15]=1[O:14][CH2:13][CH2:12][N:6]1[C:5](=[O:21])[C:4]2[C:9](=[CH:10][CH:11]=[C:2]([C:28]3[CH:27]=[CH:26][C:25]([O:24][C:23]([F:22])([F:34])[F:35])=[CH:30][CH:29]=3)[CH:3]=2)[N:8]=[CH:7]1.